This data is from Forward reaction prediction with 1.9M reactions from USPTO patents (1976-2016). The task is: Predict the product of the given reaction. (1) Given the reactants [C:1]1([NH2:8])[CH:6]=[CH:5][CH:4]=[CH:3][C:2]=1[NH2:7].[C:9]1([C:15]([CH:17]=O)=O)[CH:14]=[CH:13][CH:12]=[CH:11][CH:10]=1, predict the reaction product. The product is: [C:9]1([C:15]2[CH:17]=[N:8][C:1]3[C:2](=[CH:3][CH:4]=[CH:5][CH:6]=3)[N:7]=2)[CH:14]=[CH:13][CH:12]=[CH:11][CH:10]=1. (2) Given the reactants [F:1][C@H:2]([CH2:15][C:16]1[CH:21]=[CH:20][CH:19]=[CH:18][CH:17]=1)[CH2:3][NH:4]S(C1C=CC(C)=CC=1)(=O)=O.N.[Na], predict the reaction product. The product is: [F:1][C@H:2]([CH2:15][C:16]1[CH:21]=[CH:20][CH:19]=[CH:18][CH:17]=1)[CH2:3][NH2:4]. (3) Given the reactants [N:1]1[CH:6]=[CH:5][C:4]([C:7]2[CH:14]=[CH:13][CH:12]=[CH:11][C:8]=2[CH:9]=[O:10])=[CH:3][CH:2]=1.[BH4-].[Na+], predict the reaction product. The product is: [N:1]1[CH:6]=[CH:5][C:4]([C:7]2[CH:14]=[CH:13][CH:12]=[CH:11][C:8]=2[CH2:9][OH:10])=[CH:3][CH:2]=1. (4) Given the reactants [CH:1]1([CH2:4][O:5][C:6]2[CH:11]=[C:10]([O:12][CH3:13])[C:9]([F:14])=[CH:8][C:7]=2[C:15]2[C:16]3[NH:23][C:22]([CH3:24])=[C:21]([C:25]([OH:27])=O)[C:17]=3[N:18]=[CH:19][N:20]=2)[CH2:3][CH2:2]1.CCN(C(C)C)C(C)C.Cl.[NH2:38][C@H:39]([CH2:69][C:70]1[CH:75]=[CH:74][CH:73]=[C:72]([CH3:76])[CH:71]=1)[C:40]([N:42]1[CH2:47][CH2:46][CH:45]([N:48]2[N:57]=[C:56]([C:58]3[CH:63]=[CH:62][C:61]([O:64][CH3:65])=[C:60]([O:66][CH3:67])[CH:59]=3)[C@@H:55]3[C@@H:50]([CH2:51][CH2:52][CH2:53][CH2:54]3)[C:49]2=[O:68])[CH2:44][CH2:43]1)=[O:41].CCOC(C(C#N)=NOC(N1CCOCC1)=[N+](C)C)=O.F[P-](F)(F)(F)(F)F.C(=O)(O)[O-].[Na+], predict the reaction product. The product is: [CH:1]1([CH2:4][O:5][C:6]2[CH:11]=[C:10]([O:12][CH3:13])[C:9]([F:14])=[CH:8][C:7]=2[C:15]2[C:16]3[NH:23][C:22]([CH3:24])=[C:21]([C:25]([NH:38][C@H:39]([CH2:69][C:70]4[CH:75]=[CH:74][CH:73]=[C:72]([CH3:76])[CH:71]=4)[C:40]([N:42]4[CH2:43][CH2:44][CH:45]([N:48]5[N:57]=[C:56]([C:58]6[CH:63]=[CH:62][C:61]([O:64][CH3:65])=[C:60]([O:66][CH3:67])[CH:59]=6)[C@@H:55]6[C@@H:50]([CH2:51][CH2:52][CH2:53][CH2:54]6)[C:49]5=[O:68])[CH2:46][CH2:47]4)=[O:41])=[O:27])[C:17]=3[N:18]=[CH:19][N:20]=2)[CH2:3][CH2:2]1. (5) Given the reactants Br[C:2]1[C:3]([F:13])=[C:4]2[C:9](=[CH:10][CH:11]=1)[N:8]=[C:7]([Cl:12])[N:6]=[CH:5]2.[CH3:14][O:15][C:16]1[CH:17]=[C:18](B(O)O)[CH:19]=[C:20]([O:22][CH3:23])[CH:21]=1.C(=O)([O-])[O-].[Ce+3].C(=O)([O-])[O-].C(=O)([O-])[O-].[Ce+3], predict the reaction product. The product is: [Cl:12][C:7]1[N:6]=[CH:5][C:4]2[C:9](=[CH:10][CH:11]=[C:2]([C:18]3[CH:17]=[C:16]([O:15][CH3:14])[CH:21]=[C:20]([O:22][CH3:23])[CH:19]=3)[C:3]=2[F:13])[N:8]=1. (6) The product is: [Cl:1][C:2]1[CH:10]=[C:9]([NH:11][CH:12]([CH3:14])[CH3:13])[C:5]([C:6]([NH:15][CH2:16][C@@H:17]([F:22])[C:18]([OH:20])([CH3:21])[CH3:19])=[O:8])=[CH:4][N:3]=1. Given the reactants [Cl:1][C:2]1[CH:10]=[C:9]([NH:11][CH:12]([CH3:14])[CH3:13])[C:5]([C:6]([OH:8])=O)=[CH:4][N:3]=1.[NH2:15][CH2:16][C@@H:17]([F:22])[C:18]([CH3:21])([OH:20])[CH3:19].CN(C(ON1N=NC2C=CC=NC1=2)=[N+](C)C)C.F[P-](F)(F)(F)(F)F.CCN(C(C)C)C(C)C, predict the reaction product. (7) Given the reactants [C:1]([OH:8])(=[O:7])[CH2:2][CH2:3][C:4]([OH:6])=[O:5].[CH3:9][CH:10]([NH:12][CH2:13][CH:14]([OH:27])[CH2:15][O:16][C:17]1[CH:18]=[CH:19][C:20]([CH2:23][CH2:24][O:25][CH3:26])=[CH:21][CH:22]=1)[CH3:11], predict the reaction product. The product is: [C:1]([OH:8])(=[O:7])[CH2:2][CH2:3][C:4]([OH:6])=[O:5].[CH3:11][CH:10]([NH:12][CH2:13][CH:14]([OH:27])[CH2:15][O:16][C:17]1[CH:18]=[CH:19][C:20]([CH2:23][CH2:24][O:25][CH3:26])=[CH:21][CH:22]=1)[CH3:9].[CH2:2]([C:1]([OH:8])=[O:7])[CH2:3][C:4]([OH:6])=[O:5].